Dataset: NCI-60 drug combinations with 297,098 pairs across 59 cell lines. Task: Regression. Given two drug SMILES strings and cell line genomic features, predict the synergy score measuring deviation from expected non-interaction effect. (1) Drug 1: CC1OCC2C(O1)C(C(C(O2)OC3C4COC(=O)C4C(C5=CC6=C(C=C35)OCO6)C7=CC(=C(C(=C7)OC)O)OC)O)O. Drug 2: C1C(C(OC1N2C=NC3=C2NC=NCC3O)CO)O. Cell line: MDA-MB-231. Synergy scores: CSS=25.8, Synergy_ZIP=-3.98, Synergy_Bliss=-1.29, Synergy_Loewe=-1.06, Synergy_HSA=0.382. (2) Drug 1: C1=CC=C(C(=C1)C(C2=CC=C(C=C2)Cl)C(Cl)Cl)Cl. Drug 2: CC1C(C(CC(O1)OC2CC(CC3=C2C(=C4C(=C3O)C(=O)C5=CC=CC=C5C4=O)O)(C(=O)C)O)N)O. Cell line: HCC-2998. Synergy scores: CSS=65.7, Synergy_ZIP=-0.767, Synergy_Bliss=2.62, Synergy_Loewe=-5.74, Synergy_HSA=4.98. (3) Drug 1: C1=CC(=C2C(=C1NCCNCCO)C(=O)C3=C(C=CC(=C3C2=O)O)O)NCCNCCO. Drug 2: CC1=C(C(=O)C2=C(C1=O)N3CC4C(C3(C2COC(=O)N)OC)N4)N. Cell line: OVCAR-4. Synergy scores: CSS=28.0, Synergy_ZIP=-4.21, Synergy_Bliss=0.964, Synergy_Loewe=-1.79, Synergy_HSA=2.69. (4) Drug 1: C(=O)(N)NO. Drug 2: C1CC(=O)NC(=O)C1N2C(=O)C3=CC=CC=C3C2=O. Cell line: SK-MEL-28. Synergy scores: CSS=1.06, Synergy_ZIP=-0.616, Synergy_Bliss=-0.334, Synergy_Loewe=0.238, Synergy_HSA=-0.460.